Dataset: Forward reaction prediction with 1.9M reactions from USPTO patents (1976-2016). Task: Predict the product of the given reaction. Given the reactants [OH:1][C:2]1[CH:3]=[C:4]([CH:7]=[CH:8][C:9]=1[OH:10])[CH:5]=[O:6].C([O-])([O-])=O.[K+].[K+].[CH2:17](Br)[C:18]1[CH:23]=[CH:22][CH:21]=[CH:20][CH:19]=1.[C:25](Cl)(=[O:27])[CH3:26], predict the reaction product. The product is: [C:25]([O:1][C:2]1[CH:3]=[C:4]([CH:7]=[CH:8][C:9]=1[O:10][CH2:17][C:18]1[CH:23]=[CH:22][CH:21]=[CH:20][CH:19]=1)[CH:5]=[O:6])(=[O:27])[CH3:26].